The task is: Predict the reaction yield, written as a fraction of the theoretical maximum amount of product (1.0 means a 100% yield; for example, 0.34 means a 34% yield).. This data is from Reaction yield outcomes from USPTO patents with 853,638 reactions. The reactants are [F:1][C:2]([F:24])([F:23])[CH:3]([C:14]1[CH:19]=[C:18]([Cl:20])[C:17]([Cl:21])=[C:16]([Cl:22])[CH:15]=1)/[CH:4]=[CH:5]/[C:6]1[CH:11]=[CH:10][C:9]([O:12][NH2:13])=[CH:8][CH:7]=1.CCN=C=NCCCN(C)C.Cl.C1C=CC2N(O)N=NC=2C=1.CCN(C(C)C)C(C)C.[CH:56]1([C:59](O)=[O:60])[CH2:58][CH2:57]1. The catalyst is C(Cl)Cl.O. The product is [F:24][C:2]([F:1])([F:23])[CH:3]([C:14]1[CH:15]=[C:16]([Cl:22])[C:17]([Cl:21])=[C:18]([Cl:20])[CH:19]=1)/[CH:4]=[CH:5]/[C:6]1[CH:11]=[CH:10][C:9]([O:12][NH:13][C:59]([CH:56]2[CH2:58][CH2:57]2)=[O:60])=[CH:8][CH:7]=1. The yield is 0.340.